This data is from Full USPTO retrosynthesis dataset with 1.9M reactions from patents (1976-2016). The task is: Predict the reactants needed to synthesize the given product. (1) Given the product [Br:19][C:20]1[CH:27]=[CH:26][C:23]([CH2:24][NH:1][C:2]2[CH:7]=[CH:6][C:5]([S:8][C:9]3[CH:10]=[CH:11][C:12]([OH:15])=[CH:13][CH:14]=3)=[C:4]([N+:16]([O-:18])=[O:17])[CH:3]=2)=[CH:22][CH:21]=1, predict the reactants needed to synthesize it. The reactants are: [NH2:1][C:2]1[CH:7]=[CH:6][C:5]([S:8][C:9]2[CH:14]=[CH:13][C:12]([OH:15])=[CH:11][CH:10]=2)=[C:4]([N+:16]([O-:18])=[O:17])[CH:3]=1.[Br:19][C:20]1[CH:27]=[CH:26][C:23]([CH:24]=O)=[CH:22][CH:21]=1. (2) Given the product [ClH:26].[NH2:18][CH2:17][CH2:16][C:13]1[CH:12]=[CH:11][C:10]([C:8]2[N:9]=[C:5]([NH:4][C:1](=[O:3])[CH3:2])[S:6][CH:7]=2)=[CH:15][CH:14]=1, predict the reactants needed to synthesize it. The reactants are: [C:1]([NH:4][C:5]1[S:6][CH:7]=[C:8]([C:10]2[CH:15]=[CH:14][C:13]([CH2:16][CH2:17][NH:18]C(=O)OC(C)(C)C)=[CH:12][CH:11]=2)[N:9]=1)(=[O:3])[CH3:2].[ClH:26]. (3) Given the product [CH2:1]([O:8][C@H:9]1[C@@H:14]([NH:15][C:16]([C:18]2[NH:22][CH:21]=[CH:20][N:19]=2)=[O:17])[CH2:13][CH2:12][N:11]([C:23]2[S:24][C:25]([C:28]([OH:30])=[O:29])=[CH:26][N:27]=2)[CH2:10]1)[C:2]1[CH:7]=[CH:6][CH:5]=[CH:4][CH:3]=1, predict the reactants needed to synthesize it. The reactants are: [CH2:1]([O:8][C@H:9]1[C@@H:14]([NH:15][C:16]([C:18]2[NH:19][CH:20]=[CH:21][N:22]=2)=[O:17])[CH2:13][CH2:12][N:11]([C:23]2[S:24][C:25]([C:28]([O:30]CC)=[O:29])=[CH:26][N:27]=2)[CH2:10]1)[C:2]1[CH:7]=[CH:6][CH:5]=[CH:4][CH:3]=1.[OH-].[Li+]. (4) Given the product [Cl:1][C:2]1[CH:7]=[CH:6][C:5]([C:8]2[NH:9][C:10]3[C:15]([C:16]=2[CH2:17][C:18]([NH:56][S:53]([CH3:52])(=[O:55])=[O:54])=[O:19])=[CH:14][CH:13]=[CH:12][CH:11]=3)=[CH:4][C:3]=1[S:21]([NH:22][CH:23]1[CH2:24][CH2:25][CH2:26][CH2:27][CH2:28]1)(=[O:30])=[O:29], predict the reactants needed to synthesize it. The reactants are: [Cl:1][C:2]1[CH:7]=[CH:6][C:5]([C:8]2[NH:9][C:10]3[C:15]([C:16]=2[CH2:17][C:18](O)=[O:19])=[CH:14][CH:13]=[CH:12][CH:11]=3)=[CH:4][C:3]=1[S:21](=[O:30])(=[O:29])[NH:22][CH:23]1[CH2:28][CH2:27][CH2:26][CH2:25][CH2:24]1.Cl.CN(C)CCCN=C=NCC.CN(C1C=CC=CN=1)C.[CH3:52][S:53]([NH2:56])(=[O:55])=[O:54]. (5) Given the product [CH3:11][C:6]1[NH:7][C:8]2[C:4]([CH:5]=1)=[CH:3][C:2]([C:13]#[N:14])=[CH:10][CH:9]=2, predict the reactants needed to synthesize it. The reactants are: Br[C:2]1[CH:3]=[C:4]2[C:8](=[CH:9][CH:10]=1)[NH:7][C:6]([CH3:11])=[CH:5]2.[Cu][C:13]#[N:14]. (6) Given the product [C:1]([O:5][C:6]([N:8]1[CH2:9][CH2:10][CH2:11][CH2:12][C@@H:13]1[N:24]1[C:27]2[CH:28]=[CH:12][CH:11]=[CH:10][C:9]=2[NH:8][C:29]1=[O:30])=[O:7])([CH3:2])([CH3:3])[CH3:4], predict the reactants needed to synthesize it. The reactants are: [C:1]([O:5][C:6]([N:8]1[CH2:13][CH2:12][CH2:11][C@@H:10](NC2C=CC=CC=2N)[CH2:9]1)=[O:7])([CH3:4])([CH3:3])[CH3:2].CC[N:24]([CH2:27][CH3:28])CC.[C:29](Cl)(Cl)=[O:30]. (7) Given the product [F:21][C:20]1[CH:19]=[C:18]([F:22])[CH:17]=[CH:16][C:15]=1[C:14]1[CH:9]=[CH:10][C:11]([OH:26])=[C:12]([C:23]([O:25][CH2:7][C:4]2[CH:5]=[CH:6][CH:1]=[CH:2][CH:3]=2)=[O:24])[CH:13]=1, predict the reactants needed to synthesize it. The reactants are: [CH:1]1[CH:6]=[CH:5][C:4]([CH2:7]Br)=[CH:3][CH:2]=1.[CH:9]1[C:14]([C:15]2[CH:16]=[CH:17][C:18]([F:22])=[CH:19][C:20]=2[F:21])=[CH:13][C:12]([C:23]([OH:25])=[O:24])=[C:11]([OH:26])[CH:10]=1.O.